From a dataset of Catalyst prediction with 721,799 reactions and 888 catalyst types from USPTO. Predict which catalyst facilitates the given reaction. Reactant: [CH3:1][C:2](C)([O-])[CH3:3].[K+].[S:7]1[CH:11]=[CH:10][CH:9]=[C:8]1[C:12]1[CH:16]=[C:15]([C:17]([O:19][CH2:20][CH3:21])=[O:18])[NH:14][N:13]=1.IC(C)C.[NH4+].[Cl-]. Product: [CH:2]([N:14]1[C:15]([C:17]([O:19][CH2:20][CH3:21])=[O:18])=[CH:16][C:12]([C:8]2[S:7][CH:11]=[CH:10][CH:9]=2)=[N:13]1)([CH3:3])[CH3:1]. The catalyst class is: 16.